Task: Predict the product of the given reaction.. Dataset: Forward reaction prediction with 1.9M reactions from USPTO patents (1976-2016) (1) Given the reactants C[O:2][C:3](=[O:37])[CH:4]([O:30][C:31]1[CH:36]=[CH:35][CH:34]=[CH:33][CH:32]=1)[CH2:5][C:6]1[CH:11]=[CH:10][C:9]([O:12][CH2:13][CH2:14][CH2:15][O:16][C:17]2[CH:22]=[CH:21][C:20]([O:23][C:24]3[CH:29]=[CH:28][CH:27]=[CH:26][CH:25]=3)=[CH:19][CH:18]=2)=[CH:8][CH:7]=1.[Li+].[OH-].Cl, predict the reaction product. The product is: [O:30]([CH:4]([CH2:5][C:6]1[CH:11]=[CH:10][C:9]([O:12][CH2:13][CH2:14][CH2:15][O:16][C:17]2[CH:18]=[CH:19][C:20]([O:23][C:24]3[CH:25]=[CH:26][CH:27]=[CH:28][CH:29]=3)=[CH:21][CH:22]=2)=[CH:8][CH:7]=1)[C:3]([OH:37])=[O:2])[C:31]1[CH:32]=[CH:33][CH:34]=[CH:35][CH:36]=1. (2) Given the reactants [N+:1]([C:4]1[CH:9]=[CH:8][C:7]([S:10](Cl)(=[O:12])=[O:11])=[CH:6][CH:5]=1)([O-:3])=[O:2].[OH:14][C@@H:15]1[CH2:19][N:18]([C:20]([O:22][C:23]([CH3:26])([CH3:25])[CH3:24])=[O:21])[C@H:17]([C:27]([O:29][CH3:30])=[O:28])[CH2:16]1.N1C=CC=CC=1, predict the reaction product. The product is: [N+:1]([C:4]1[CH:5]=[CH:6][C:7]([S:10]([O:14][C@@H:15]2[CH2:19][N:18]([C:20]([O:22][C:23]([CH3:24])([CH3:25])[CH3:26])=[O:21])[C@H:17]([C:27]([O:29][CH3:30])=[O:28])[CH2:16]2)(=[O:12])=[O:11])=[CH:8][CH:9]=1)([O-:3])=[O:2].